This data is from Peptide-MHC class I binding affinity with 185,985 pairs from IEDB/IMGT. The task is: Regression. Given a peptide amino acid sequence and an MHC pseudo amino acid sequence, predict their binding affinity value. This is MHC class I binding data. The binding affinity (normalized) is 0.363. The MHC is HLA-A68:02 with pseudo-sequence HLA-A68:02. The peptide sequence is NLPIYSEEIV.